Dataset: Reaction yield outcomes from USPTO patents with 853,638 reactions. Task: Predict the reaction yield, written as a fraction of the theoretical maximum amount of product (1.0 means a 100% yield; for example, 0.34 means a 34% yield). (1) The reactants are [CH2:1]([C:3]1[N:4]([C:28]2[CH:33]=[CH:32][C:31]([OH:34])=[CH:30][CH:29]=2)[C:5](=[O:27])[C:6]([CH2:12][C:13]2[CH:18]=[CH:17][C:16]([C:19]3[C:20]([C:25]#[N:26])=[CH:21][CH:22]=[CH:23][CH:24]=3)=[CH:15][CH:14]=2)=[C:7]([CH2:9][CH2:10][CH3:11])[N:8]=1)[CH3:2].[Si:35]([O:42][C:43]([C@@H:46]1[CH2:51][CH2:50][C@H:49](O)[CH2:48][CH2:47]1)([CH3:45])[CH3:44])([C:38]([CH3:41])([CH3:40])[CH3:39])([CH3:37])[CH3:36].C1(P(C2C=CC=CC=2)C2C=CC=CC=2)C=CC=CC=1.N(C(OC(C)C)=O)=NC(OC(C)C)=O. The catalyst is O1CCCC1.O.C(OCC)(=O)C. The product is [Si:35]([O:42][C:43]([C@H:46]1[CH2:47][CH2:48][C@H:49]([O:34][C:31]2[CH:32]=[CH:33][C:28]([N:4]3[C:5](=[O:27])[C:6]([CH2:12][C:13]4[CH:18]=[CH:17][C:16]([C:19]5[C:20]([C:25]#[N:26])=[CH:21][CH:22]=[CH:23][CH:24]=5)=[CH:15][CH:14]=4)=[C:7]([CH2:9][CH2:10][CH3:11])[N:8]=[C:3]3[CH2:1][CH3:2])=[CH:29][CH:30]=2)[CH2:50][CH2:51]1)([CH3:45])[CH3:44])([C:38]([CH3:39])([CH3:40])[CH3:41])([CH3:37])[CH3:36]. The yield is 0.540. (2) The reactants are [F:1][C:2]1[C:3]([NH:21][C:22]2[CH:27]=[CH:26][C:25]([I:28])=[CH:24][C:23]=2[F:29])=[C:4]([C:9]([N:11]2[CH2:14][C:13]([C:16]([CH3:20])([CH3:19])[CH2:17][OH:18])([OH:15])[CH2:12]2)=[O:10])[CH:5]=[CH:6][C:7]=1[F:8].CC(OI1(OC(C)=O)(OC(C)=O)OC(=O)C2C=CC=CC1=2)=O.S([O-])([O-])(=O)=S.[Na+].[Na+].C(=O)(O)[O-].[Na+]. The catalyst is ClCCl. The product is [F:1][C:2]1[C:3]([NH:21][C:22]2[CH:27]=[CH:26][C:25]([I:28])=[CH:24][C:23]=2[F:29])=[C:4]([C:9]([N:11]2[CH2:12][C:13]([C:16]([CH3:20])([CH3:19])[CH:17]=[O:18])([OH:15])[CH2:14]2)=[O:10])[CH:5]=[CH:6][C:7]=1[F:8]. The yield is 0.530. (3) The reactants are C(OC([N:8]1[CH2:13][CH2:12][CH2:11][C@@H:10]([NH:14][C:15]2[N:20]=[C:19]([C:21]3[N:25]4[CH:26]=[C:27]([F:30])[CH:28]=[CH:29][C:24]4=[N:23][CH:22]=3)[N:18]=[C:17]([C:31]([OH:33])=[O:32])[CH:16]=2)[CH2:9]1)=O)(C)(C)C.FC(F)(F)C(O)=O. No catalyst specified. The product is [F:30][C:27]1[CH:28]=[CH:29][C:24]2[N:25]([C:21]([C:19]3[N:18]=[C:17]([C:31]([OH:33])=[O:32])[CH:16]=[C:15]([NH:14][C@@H:10]4[CH2:11][CH2:12][CH2:13][NH:8][CH2:9]4)[N:20]=3)=[CH:22][N:23]=2)[CH:26]=1. The yield is 0.870. (4) The reactants are [C:1](=[O:8])([O:3][C:4]([CH3:7])([CH3:6])[CH3:5])[NH2:2].[OH-].[Na+].ClN1C(C)(C)C(=O)N(Cl)C1=[O:14].[F:22][C:23]([F:33])([F:32])[C:24]1[CH:25]=[C:26]([CH:29]=[CH:30][CH:31]=1)[CH:27]=[CH2:28].S([O-])([O-])=O.[Na+].[Na+]. The catalyst is C(O)CC.CC[C@H]1[C@H]2C[C@H]([C@H](OC3C4C(=CC=CC=4)C(O[C@H](C4C=CN=C5C=4C=C(OC)C=C5)[C@@H]4N5C[C@H](CC)[C@@H](CC5)C4)=NN=3)C3C=CN=C4C=3C=C(OC)C=C4)N(CC2)C1. The product is [F:22][C:23]([F:32])([F:33])[C:24]1[CH:25]=[C:26]([C@H:27]([NH:2][C:1](=[O:8])[O:3][C:4]([CH3:7])([CH3:6])[CH3:5])[CH2:28][OH:14])[CH:29]=[CH:30][CH:31]=1. The yield is 0.530. (5) The reactants are [NH2:1][C@H:2]([CH2:6][O:7][CH:8]([F:10])[F:9])[C:3]([OH:5])=[O:4].C(=O)(O)[O-].[Na+].[C:16](OC(=O)C)(=[O:18])[CH3:17].Cl. The catalyst is O.O1CCOCC1. The product is [C:16]([NH:1][C@H:2]([CH2:6][O:7][CH:8]([F:10])[F:9])[C:3]([OH:5])=[O:4])(=[O:18])[CH3:17]. The yield is 0.823. (6) The reactants are [Cl:1][C:2]1[CH:3]=[C:4]([CH:6]=[CH:7][C:8]=1[CH3:9])[NH2:5].C1C(=O)N([Cl:17])C(=O)C1.O.C(OCC)(=O)C. The catalyst is CN(C=O)C. The product is [Cl:17][C:3]1[C:2]([Cl:1])=[C:8]([CH3:9])[CH:7]=[CH:6][C:4]=1[NH2:5]. The yield is 0.260. (7) The reactants are O/[N:2]=[CH:3]\[C:4]1[O:5][C:6]2[CH:12]=[C:11]([C:13]([O:15][CH3:16])=[O:14])[CH:10]=[CH:9][C:7]=2[CH:8]=1.N1C=CC=CC=1.FC(F)(F)C(OC(=O)C(F)(F)F)=O. The catalyst is C(Cl)Cl. The product is [C:3]([C:4]1[O:5][C:6]2[CH:12]=[C:11]([C:13]([O:15][CH3:16])=[O:14])[CH:10]=[CH:9][C:7]=2[CH:8]=1)#[N:2]. The yield is 0.780.